Predict the reaction yield, written as a fraction of the theoretical maximum amount of product (1.0 means a 100% yield; for example, 0.34 means a 34% yield). From a dataset of Reaction yield outcomes from USPTO patents with 853,638 reactions. (1) The reactants are [Br:1][C:2]1[CH:12]=[C:11]([F:13])[CH:10]=[CH:9][C:3]=1[O:4][CH2:5][C:6](=[O:8])[CH3:7].[CH3:14][Mg]Cl. The catalyst is C1COCC1. The product is [Br:1][C:2]1[CH:12]=[C:11]([F:13])[CH:10]=[CH:9][C:3]=1[O:4][CH2:5][C:6]([CH3:14])([OH:8])[CH3:7]. The yield is 0.420. (2) The yield is 0.850. The catalyst is C(Cl)Cl. The reactants are B(Br)(Br)Br.[Cl:5][C:6]1[CH:11]=[CH:10][C:9]([CH2:12][C:13]#[N:14])=[CH:8][C:7]=1[O:15]C. The product is [Cl:5][C:6]1[CH:11]=[CH:10][C:9]([CH2:12][C:13]#[N:14])=[CH:8][C:7]=1[OH:15]. (3) The reactants are [CH3:1][C@:2]12[C:10]([C:11]3([CH2:14]/[CH:15]=[CH:16]\[C:17]([OH:20])([CH3:19])[CH3:18])[CH2:13][CH2:12]3)=[CH:9][CH2:8][C@H:7]1[C@@H:6]([OH:21])[CH2:5][CH2:4][CH2:3]2. The catalyst is [Hg].F[B-](F)(F)F.[Rh+3].C1CCC=CCCC=1.C1(P(C2C=CC=CC=2)CCCCP(C2C=CC=CC=2)C2C=CC=CC=2)C=CC=CC=1.F[B-](F)(F)F.F[B-](F)(F)F.ClCCl. The product is [CH3:1][C@:2]12[C:10]([C:11]3([CH2:14][CH2:15][CH2:16][C:17]([OH:20])([CH3:18])[CH3:19])[CH2:12][CH2:13]3)=[CH:9][CH2:8][C@H:7]1[C@@H:6]([OH:21])[CH2:5][CH2:4][CH2:3]2. The yield is 0.750. (4) The reactants are [Cl:1][C:2]1[N:10]([C:11]2[CH:16]=[CH:15][C:14]([C:17]3[CH:22]=[CH:21][CH:20]=[C:19]([O:23][CH3:24])[C:18]=3[OH:25])=[CH:13][CH:12]=2)[C:9]2[C:8](=[O:26])[N:7]([CH2:27][CH2:28][C:29]([OH:31])=O)[C:6](=[O:32])[NH:5][C:4]=2[CH:3]=1.[CH3:33][N:34](C(ON1N=NC2C=CC=NC1=2)=[N+](C)C)C.F[P-](F)(F)(F)(F)F.CN. The catalyst is C(Cl)Cl.O1CCCC1. The product is [Cl:1][C:2]1[N:10]([C:11]2[CH:16]=[CH:15][C:14]([C:17]3[CH:22]=[CH:21][CH:20]=[C:19]([O:23][CH3:24])[C:18]=3[OH:25])=[CH:13][CH:12]=2)[C:9]2[C:8](=[O:26])[N:7]([CH2:27][CH2:28][C:29]([NH:34][CH3:33])=[O:31])[C:6](=[O:32])[NH:5][C:4]=2[CH:3]=1. The yield is 0.194. (5) The reactants are [C:1]([C:3]([C:6]1[CH:7]=[C:8]([CH:28]=[CH:29][CH:30]=1)[C:9]([NH:11][C:12]1[CH:17]=[CH:16][CH:15]=[C:14]([O:18][C:19]2[CH:24]=[CH:23][C:22]([N+:25]([O-])=O)=[CH:21][CH:20]=2)[CH:13]=1)=[O:10])([CH3:5])[CH3:4])#[N:2]. The catalyst is O1CCCC1.CO.[C].[Pd]. The product is [NH2:25][C:22]1[CH:23]=[CH:24][C:19]([O:18][C:14]2[CH:13]=[C:12]([NH:11][C:9](=[O:10])[C:8]3[CH:28]=[CH:29][CH:30]=[C:6]([C:3]([C:1]#[N:2])([CH3:5])[CH3:4])[CH:7]=3)[CH:17]=[CH:16][CH:15]=2)=[CH:20][CH:21]=1. The yield is 0.980. (6) The yield is 0.540. The catalyst is O1CCCC1. The reactants are [CH:1]1([NH:6][C:7]2[CH:8]=[C:9]([CH2:24][S:25]([CH3:28])(=[O:27])=[O:26])[CH:10]=[C:11]3[C:15]=2[NH:14][C:13]([C:16]2[S:17][CH2:18][C@@H:19]([CH2:21][CH2:22]O)[N:20]=2)=[CH:12]3)[CH2:5][CH2:4][CH2:3][CH2:2]1.[I:29]I.C1(P(C2C=CC=CC=2)C2C=CC=CC=2)C=CC=CC=1.N1C=CN=C1. The product is [CH:1]1([NH:6][C:7]2[CH:8]=[C:9]([CH2:24][S:25]([CH3:28])(=[O:27])=[O:26])[CH:10]=[C:11]3[C:15]=2[NH:14][C:13]([C:16]2[S:17][CH2:18][C@@H:19]([CH2:21][CH2:22][I:29])[N:20]=2)=[CH:12]3)[CH2:5][CH2:4][CH2:3][CH2:2]1. (7) The reactants are [C:1]([O:4][C:5]1[CH:6]=[C:7]2[C:12](=[CH:13][C:14]=1[O:15][CH3:16])[N:11]=[C:10]([C:17]1[CH:22]=[CH:21][C:20]([C:23]3[CH:28]=[CH:27][CH:26]=[CH:25][CH:24]=3)=[C:19]([F:29])[CH:18]=1)[N:9]=[C:8]2Cl)(=[O:3])[CH3:2].[NH2:31][C:32]1[CH:33]=[C:34]2[C:38](=[CH:39][CH:40]=1)[N:37]([C:41]([O:43][C:44]([CH3:47])([CH3:46])[CH3:45])=[O:42])[N:36]=[CH:35]2. The catalyst is CC(O)C. The product is [C:1]([O:4][C:5]1[CH:6]=[C:7]2[C:12](=[CH:13][C:14]=1[O:15][CH3:16])[N:11]=[C:10]([C:17]1[CH:22]=[CH:21][C:20]([C:23]3[CH:28]=[CH:27][CH:26]=[CH:25][CH:24]=3)=[C:19]([F:29])[CH:18]=1)[N:9]=[C:8]2[NH:31][C:32]1[CH:33]=[C:34]2[C:38](=[CH:39][CH:40]=1)[N:37]([C:41]([O:43][C:44]([CH3:47])([CH3:46])[CH3:45])=[O:42])[N:36]=[CH:35]2)(=[O:3])[CH3:2]. The yield is 0.590. (8) The reactants are Cl[C:2]1[CH:3]=[C:4]([CH:8]=[C:9]([O:11][CH3:12])[N:10]=1)[C:5]([OH:7])=[O:6].C(N(CC)CC)C.[H][H]. The catalyst is CO.[Pd]. The product is [CH3:12][O:11][C:9]1[CH:8]=[C:4]([CH:3]=[CH:2][N:10]=1)[C:5]([OH:7])=[O:6]. The yield is 0.780. (9) The reactants are [O:1]1[CH:6]=[CH:5][CH2:4][CH2:3][CH2:2]1.[CH2:7]([O:9][C:10](=[O:34])[C:11]([CH3:33])([CH3:32])[CH2:12][CH2:13][CH2:14][CH2:15][CH2:16][CH:17]([OH:31])[CH2:18][CH2:19][CH2:20][CH2:21][CH2:22][C:23]([CH3:30])([CH3:29])[C:24]([O:26][CH2:27][CH3:28])=[O:25])[CH3:8].O.C1(C)C=CC(S(O)(=O)=O)=CC=1. The catalyst is C(Cl)Cl. The product is [CH2:27]([O:26][C:24](=[O:25])[C:23]([CH3:29])([CH3:30])[CH2:22][CH2:21][CH2:20][CH2:19][CH2:18][CH:17]([O:31][CH:6]1[CH2:5][CH2:4][CH2:3][CH2:2][O:1]1)[CH2:16][CH2:15][CH2:14][CH2:13][CH2:12][C:11]([CH3:33])([CH3:32])[C:10]([O:9][CH2:7][CH3:8])=[O:34])[CH3:28]. The yield is 0.620. (10) The reactants are [CH3:1][O:2][C:3]1[CH:4]=[C:5]([CH2:11][C:12]([N:14]2[C@@H:18]([CH:19]([CH3:21])[CH3:20])[CH2:17][O:16][C:15]2=[O:22])=[O:13])[CH:6]=[C:7]([O:9][CH3:10])[CH:8]=1.IC.[CH3:25]CCCCC. The catalyst is C1COCC1. The product is [CH3:1][O:2][C:3]1[CH:4]=[C:5]([C@H:11]([CH3:25])[C:12]([N:14]2[C@@H:18]([CH:19]([CH3:20])[CH3:21])[CH2:17][O:16][C:15]2=[O:22])=[O:13])[CH:6]=[C:7]([O:9][CH3:10])[CH:8]=1. The yield is 0.820.